The task is: Predict the reactants needed to synthesize the given product.. This data is from Retrosynthesis with 50K atom-mapped reactions and 10 reaction types from USPTO. (1) Given the product CC(=O)N1C(=O)OC(=O)[C@@H]1C, predict the reactants needed to synthesize it. The reactants are: CC(=O)Cl.C[C@@H]1NC(=O)OC1=O. (2) Given the product COC(=O)C(C)(C)NC(=O)c1ccc(-c2ccc(N)cc2)cc1, predict the reactants needed to synthesize it. The reactants are: COC(=O)C(C)(C)NC(=O)c1ccc(-c2ccc([N+](=O)[O-])cc2)cc1. (3) Given the product CCCc1ccccc1OC, predict the reactants needed to synthesize it. The reactants are: CCCc1ccccc1O.CI. (4) Given the product COc1ccccc1Nc1nc2c(-c3ccc(S(C)(=O)=O)cc3)cccn2n1, predict the reactants needed to synthesize it. The reactants are: COc1ccccc1Nc1nc2c(Br)cccn2n1.CS(=O)(=O)c1ccc(B(O)O)cc1. (5) The reactants are: O=C1NCCn2c1cc1cc(F)cc(Br)c12.OB(O)c1ccncc1. Given the product O=C1NCCn2c1cc1cc(F)cc(-c3ccncc3)c12, predict the reactants needed to synthesize it.